This data is from Full USPTO retrosynthesis dataset with 1.9M reactions from patents (1976-2016). The task is: Predict the reactants needed to synthesize the given product. (1) Given the product [C:21]1([C:18]2[N:31]=[C:28]([C:16]3[CH:15]=[C:10]([CH:9]=[CH:8][CH:7]=3)[C:11]([O:13][CH3:14])=[O:12])[CH:27]=[CH:33][CH:32]=2)[CH:26]=[CH:25][CH:24]=[CH:23][CH:22]=1, predict the reactants needed to synthesize it. The reactants are: CN(C)C=CC([C:7]1[CH:16]=[CH:15][C:10]([C:11]([O:13][CH3:14])=[O:12])=[CH:9][CH:8]=1)=O.[C:18]([C:21]1[CH:26]=[CH:25][CH:24]=[CH:23][CH:22]=1)(=O)C.[C:27]([O-])(=O)[CH3:28].[NH4+:31].[C:32](O)(=O)[CH3:33]. (2) Given the product [CH3:1][N:2]([CH3:24])[C:3]1[C:12]2[C:7](=[CH:8][CH:9]=[CH:10][CH:11]=2)[C:6]([C:13]([NH:18][C:17]2[C:16]([C:15]([NH:31][CH2:25][CH2:26][CH2:27][CH2:28][CH2:29][CH3:30])=[O:23])=[N:22][CH:21]=[CH:20][CH:19]=2)=[O:14])=[CH:5][CH:4]=1, predict the reactants needed to synthesize it. The reactants are: [CH3:1][N:2]([CH3:24])[C:3]1[C:12]2[C:7](=[CH:8][CH:9]=[CH:10][CH:11]=2)[C:6]([C:13]2[O:14][C:15](=[O:23])[C:16]3[N:22]=[CH:21][CH:20]=[CH:19][C:17]=3[N:18]=2)=[CH:5][CH:4]=1.[CH2:25]([NH2:31])[CH2:26][CH2:27][CH2:28][CH2:29][CH3:30]. (3) Given the product [Cl:14][C:15]1[CH:41]=[CH:40][CH:39]=[C:38]([F:42])[C:16]=1[CH2:17][N:18]1[C:23]2[CH:24]=[CH:25][CH:26]=[CH:27][C:22]=2[S:21](=[O:29])(=[O:28])[N:20]([CH2:2][C:3]2([CH3:7])[CH2:6][O:5][CH2:4]2)[C:19]1=[O:37], predict the reactants needed to synthesize it. The reactants are: Br[CH2:2][C:3]1([CH3:7])[CH2:6][O:5][CH2:4]1.C([O-])([O-])=O.[Cs+].[Cs+].[Cl:14][C:15]1[CH:41]=[CH:40][CH:39]=[C:38]([F:42])[C:16]=1[CH2:17][N:18]1[C:23]2[CH:24]=[CH:25][CH:26]=[CH:27][C:22]=2[S:21](=[O:29])(=[O:28])[N:20](CC2C=CC=CN=2)[C:19]1=[O:37].